This data is from Forward reaction prediction with 1.9M reactions from USPTO patents (1976-2016). The task is: Predict the product of the given reaction. (1) Given the reactants C(O[C:6]([N:8]1[CH2:12][C:11](=[N:13][O:14][CH3:15])[CH2:10][C@H:9]1[C:16]([OH:18])=O)=[O:7])(C)(C)C.[C:19]1([C:28]2[CH:33]=[CH:32][CH:31]=[CH:30][CH:29]=2)[CH:24]=[CH:23][C:22](C(Cl)=O)=[CH:21][CH:20]=1.[NH2:34][CH2:35][CH:36]([OH:47])[CH2:37][O:38][C:39]1[CH:44]=[CH:43][C:42]([O:45][CH3:46])=[CH:41][CH:40]=1, predict the reaction product. The product is: [C:28]1([C:19]2[CH:20]=[CH:21][CH:22]=[CH:23][CH:24]=2)[CH:29]=[CH:30][C:31]([C:6]([N:8]2[CH2:12][C:11](=[N:13][O:14][CH3:15])[CH2:10][C@H:9]2[C:16]([NH:34][CH2:35][CH:36]([OH:47])[CH2:37][O:38][C:39]2[CH:44]=[CH:43][C:42]([O:45][CH3:46])=[CH:41][CH:40]=2)=[O:18])=[O:7])=[CH:32][CH:33]=1. (2) Given the reactants [CH3:1][C:2]1[CH:10]=[CH:9][C:8]2[NH:7][C:6]3[CH2:11][CH2:12][N:13]([C:15]4[CH:20]=[CH:19][C:18]([N+:21]([O-:23])=[O:22])=[CH:17][CH:16]=4)[CH2:14][C:5]=3[C:4]=2[CH:3]=1.[CH3:24][C:25]1[CH:30]=[CH:29][C:28]([CH:31]=[CH2:32])=[CH:27][N:26]=1.[OH-].[K+], predict the reaction product. The product is: [CH3:1][C:2]1[CH:10]=[CH:9][C:8]2[N:7]([CH2:32][CH2:31][C:28]3[CH:27]=[N:26][C:25]([CH3:24])=[CH:30][CH:29]=3)[C:6]3[CH2:11][CH2:12][N:13]([C:15]4[CH:16]=[CH:17][C:18]([N+:21]([O-:23])=[O:22])=[CH:19][CH:20]=4)[CH2:14][C:5]=3[C:4]=2[CH:3]=1. (3) Given the reactants N1C2C=CC=C[C:4]=2N=N1.[C:10]([O:14][C:15]([N:17]1[CH2:22][CH2:21][CH:20]([NH:23][CH2:24][CH:25]2[CH2:27][CH2:26]2)[CH2:19][CH2:18]1)=[O:16])([CH3:13])([CH3:12])[CH3:11].[F:28][C:29]1[CH:36]=[CH:35][C:32]([CH:33]=O)=[C:31]([C:37]([F:40])([F:39])[F:38])[CH:30]=1.C[Mg]Br, predict the reaction product. The product is: [C:10]([O:14][C:15]([N:17]1[CH2:22][CH2:21][CH:20]([N:23]([CH2:24][CH:25]2[CH2:26][CH2:27]2)[CH:33]([C:32]2[CH:35]=[CH:36][C:29]([F:28])=[CH:30][C:31]=2[C:37]([F:40])([F:39])[F:38])[CH3:4])[CH2:19][CH2:18]1)=[O:16])([CH3:13])([CH3:11])[CH3:12]. (4) The product is: [Cl:1][C:2]1[CH:3]=[C:4]2[C:21](=[CH:22][CH:23]=1)[C:8]1([CH2:9][CH2:10][NH:11][CH2:12][CH2:13]1)[C:7](=[O:24])[C:6]([C:25]([NH:27][CH2:28][C:29]([O:31][CH3:32])=[O:30])=[O:26])=[C:5]2[OH:33]. Given the reactants [Cl:1][C:2]1[CH:3]=[C:4]2[C:21](=[CH:22][CH:23]=1)[C:8]1([CH2:13][CH2:12][N:11](C(OC(C)(C)C)=O)[CH2:10][CH2:9]1)[C:7](=[O:24])[C:6]([C:25]([NH:27][CH2:28][C:29]([O:31][CH3:32])=[O:30])=[O:26])=[C:5]2[OH:33].Cl, predict the reaction product. (5) The product is: [C:28]([C@H:32]1[CH2:37][CH2:36][C@H:35]([N:38]([CH:39]2[CH2:44][CH2:43][CH2:42][CH2:41][CH2:40]2)[C:7](=[O:19])[NH:8][C:9]2[S:10][C:11]([S:14][CH2:15][C:16]([OH:18])=[O:17])=[CH:12][N:13]=2)[CH2:34][CH2:33]1)([CH3:31])([CH3:29])[CH3:30]. Given the reactants C1(N([C@H]2CC[C@H](CC)CC2)[C:7](=[O:19])[NH:8][C:9]2[S:10][C:11]([S:14][CH2:15][C:16]([OH:18])=[O:17])=[CH:12][N:13]=2)CCCC1.[C:28]([CH:32]1[CH2:37][CH2:36][CH:35]([NH:38][CH:39]2[CH2:44][CH2:43][CH2:42][CH2:41][CH2:40]2)[CH2:34][CH2:33]1)([CH3:31])([CH3:30])[CH3:29].C(OC(=O)CSC1SC(N)=NC=1)C, predict the reaction product. (6) Given the reactants [CH:1]([O:4][C:5]([N:7]1[CH2:12][CH2:11][CH:10]([O:13][C:14]2[N:19]=[CH:18][N:17]=[C:16]3[N:20]([C:23]4[CH:28]=[CH:27][C:26](I)=[CH:25][C:24]=4[CH3:30])[N:21]=[CH:22][C:15]=23)[CH2:9][CH2:8]1)=[O:6])([CH3:3])[CH3:2].[CH2:31]([NH2:34])[CH2:32][CH3:33].N1CCC[C@H]1C(O)=O.C(=O)([O-])[O-].[K+].[K+], predict the reaction product. The product is: [CH:1]([O:4][C:5]([N:7]1[CH2:12][CH2:11][CH:10]([O:13][C:14]2[N:19]=[CH:18][N:17]=[C:16]3[N:20]([C:23]4[CH:28]=[CH:27][C:26]([NH:34][CH2:31][CH2:32][CH3:33])=[CH:25][C:24]=4[CH3:30])[N:21]=[CH:22][C:15]=23)[CH2:9][CH2:8]1)=[O:6])([CH3:3])[CH3:2].